This data is from Forward reaction prediction with 1.9M reactions from USPTO patents (1976-2016). The task is: Predict the product of the given reaction. Given the reactants [C:9](O[C:9]([O:11][C:12]([CH3:15])([CH3:14])[CH3:13])=[O:10])([O:11][C:12]([CH3:15])([CH3:14])[CH3:13])=[O:10].C[O:17][C:18](=[O:38])[CH2:19][CH2:20][NH:21][CH:22]1[CH2:27][CH2:26][N:25]([C:28]([O:30][CH2:31][C:32]2[CH:37]=[CH:36][CH:35]=[CH:34][CH:33]=2)=[O:29])[CH2:24][CH2:23]1, predict the reaction product. The product is: [CH2:31]([O:30][C:28]([N:25]1[CH2:26][CH2:27][CH:22]([N:21]([C:9]([O:11][C:12]([CH3:13])([CH3:14])[CH3:15])=[O:10])[CH2:20][CH2:19][C:18]([OH:38])=[O:17])[CH2:23][CH2:24]1)=[O:29])[C:32]1[CH:37]=[CH:36][CH:35]=[CH:34][CH:33]=1.